This data is from Catalyst prediction with 721,799 reactions and 888 catalyst types from USPTO. The task is: Predict which catalyst facilitates the given reaction. (1) Product: [CH:16]1[C:13]2[CH2:14][CH2:15][CH:9]([NH2:8])[CH2:10][CH2:11][C:12]=2[CH:19]=[CH:18][CH:17]=1. The catalyst class is: 19. Reactant: C([NH:8][CH:9]1[CH2:15][CH2:14][C:13]2[CH:16]=[CH:17][CH:18]=[CH:19][C:12]=2[CH2:11][CH2:10]1)C1C=CC=CC=1. (2) Reactant: [Cl:1][C:2]1[CH:3]=[C:4]([CH:25]=[C:26]([F:28])[CH:27]=1)[CH2:5][NH:6][C:7]([CH:9]1[CH2:13][CH2:12][N:11]([CH2:14][C:15]2[NH:19][C:18]3[CH:20]=[CH:21][CH:22]=[CH:23][C:17]=3[N:16]=2)[C:10]1=[O:24])=[O:8].[O-:29]CC.[Na+].C(OO)(C)(C)C. Product: [Cl:1][C:2]1[CH:3]=[C:4]([CH:25]=[C:26]([F:28])[CH:27]=1)[CH2:5][NH:6][C:7]([C:9]1([OH:29])[CH2:13][CH2:12][N:11]([CH2:14][C:15]2[NH:16][C:17]3[CH:23]=[CH:22][CH:21]=[CH:20][C:18]=3[N:19]=2)[C:10]1=[O:24])=[O:8]. The catalyst class is: 371. (3) Reactant: OC(C)(C)CN1C=C[C:6]([NH:9][C:10](=[O:30])[C@@H:11]([N:16]2[CH2:20][C:19]([O:21][C:22]3[CH:27]=[CH:26][CH:25]=[CH:24][C:23]=3[Cl:28])=[CH:18][C:17]2=[O:29])[CH2:12][CH:13]([CH3:15])[CH3:14])=[N:5]1.Cl.CN(C)CCCN=C=NCC.ON1C2C=CC=CC=2N=N1.NC1[S:60][N:59]=[C:58]([CH2:61][C:62](=[O:64])[CH3:63])N=1. Product: [O:64]=[C:62]([CH3:63])[CH2:61][C:58]1[N:5]=[C:6]([NH:9][C:10](=[O:30])[C@@H:11]([N:16]2[CH2:20][C:19]([O:21][C:22]3[CH:27]=[CH:26][CH:25]=[CH:24][C:23]=3[Cl:28])=[CH:18][C:17]2=[O:29])[CH2:12][CH:13]([CH3:15])[CH3:14])[S:60][N:59]=1. The catalyst class is: 4. (4) Reactant: ClCCl.Cl.[NH2:5][CH2:6][CH:7]([OH:16])[CH2:8][C:9]1[CH:14]=[CH:13][C:12]([F:15])=[CH:11][CH:10]=1.C(N(CC)CC)C.[Br:24][CH2:25][C:26](Br)=[O:27]. Product: [Br:24][CH2:25][C:26]([NH:5][CH2:6][CH:7]([OH:16])[CH2:8][C:9]1[CH:14]=[CH:13][C:12]([F:15])=[CH:11][CH:10]=1)=[O:27]. The catalyst class is: 6.